From a dataset of TCR-epitope binding with 47,182 pairs between 192 epitopes and 23,139 TCRs. Binary Classification. Given a T-cell receptor sequence (or CDR3 region) and an epitope sequence, predict whether binding occurs between them. (1) The epitope is EEHVQIHTI. The TCR CDR3 sequence is CASSQGQLFNSPLHF. Result: 0 (the TCR does not bind to the epitope). (2) The epitope is KPLEFGATSAAL. The TCR CDR3 sequence is CASSDRGAGSYYGYTF. Result: 1 (the TCR binds to the epitope). (3) The epitope is GILGFVFTL. The TCR CDR3 sequence is CASSVRSSYEQYF. Result: 1 (the TCR binds to the epitope). (4) The epitope is TPINLVRDL. The TCR CDR3 sequence is CASSQAGVNEQFF. Result: 0 (the TCR does not bind to the epitope).